This data is from CYP2D6 inhibition data for predicting drug metabolism from PubChem BioAssay. The task is: Regression/Classification. Given a drug SMILES string, predict its absorption, distribution, metabolism, or excretion properties. Task type varies by dataset: regression for continuous measurements (e.g., permeability, clearance, half-life) or binary classification for categorical outcomes (e.g., BBB penetration, CYP inhibition). Dataset: cyp2d6_veith. (1) The compound is O=c1c2ccccc2c(-c2ccccc2)nn1Cc1ccc(Cl)cc1. The result is 1 (inhibitor). (2) The molecule is CC(C)NC(=O)N1CCC2(CC1)CCN(S(C)(=O)=O)CC2. The result is 1 (inhibitor). (3) The drug is Cc1ccc2nc(NC(=O)COC(=O)c3ccc(Br)o3)sc2c1. The result is 1 (inhibitor). (4) The molecule is CCc1ccc(N2CC(C(=O)NC3=NCCS3)CC2=O)cc1. The result is 0 (non-inhibitor).